Dataset: NCI-60 drug combinations with 297,098 pairs across 59 cell lines. Task: Regression. Given two drug SMILES strings and cell line genomic features, predict the synergy score measuring deviation from expected non-interaction effect. (1) Drug 1: CS(=O)(=O)C1=CC(=C(C=C1)C(=O)NC2=CC(=C(C=C2)Cl)C3=CC=CC=N3)Cl. Drug 2: CCC(=C(C1=CC=CC=C1)C2=CC=C(C=C2)OCCN(C)C)C3=CC=CC=C3.C(C(=O)O)C(CC(=O)O)(C(=O)O)O. Cell line: 786-0. Synergy scores: CSS=11.9, Synergy_ZIP=-2.78, Synergy_Bliss=7.33, Synergy_Loewe=7.62, Synergy_HSA=8.64. (2) Drug 1: CC1=C2C(C(=O)C3(C(CC4C(C3C(C(C2(C)C)(CC1OC(=O)C(C(C5=CC=CC=C5)NC(=O)OC(C)(C)C)O)O)OC(=O)C6=CC=CC=C6)(CO4)OC(=O)C)OC)C)OC. Drug 2: CC1=C(C(=CC=C1)Cl)NC(=O)C2=CN=C(S2)NC3=CC(=NC(=N3)C)N4CCN(CC4)CCO. Cell line: IGROV1. Synergy scores: CSS=57.8, Synergy_ZIP=15.1, Synergy_Bliss=14.2, Synergy_Loewe=15.3, Synergy_HSA=17.3. (3) Drug 1: C1CCC(C1)C(CC#N)N2C=C(C=N2)C3=C4C=CNC4=NC=N3. Drug 2: C1CNP(=O)(OC1)N(CCCl)CCCl. Cell line: NCI-H522. Synergy scores: CSS=6.54, Synergy_ZIP=-1.14, Synergy_Bliss=0.306, Synergy_Loewe=-8.74, Synergy_HSA=-0.326.